Dataset: Full USPTO retrosynthesis dataset with 1.9M reactions from patents (1976-2016). Task: Predict the reactants needed to synthesize the given product. Given the product [Cl:1][C:2]1[C:3]([O:12][C:13]2[CH:18]=[C:17]([O:19][CH2:20][CH2:21][O:22][CH3:23])[CH:16]=[CH:15][C:14]=2/[CH:24]=[CH:25]\[C:26]([NH:48][S:45]([CH2:40][CH2:41][CH2:42][CH2:43][CH3:44])(=[O:47])=[O:46])=[O:28])=[N:4][CH:5]=[C:6]([C:8]([F:9])([F:10])[F:11])[CH:7]=1, predict the reactants needed to synthesize it. The reactants are: [Cl:1][C:2]1[C:3]([O:12][C:13]2[CH:18]=[C:17]([O:19][CH2:20][CH2:21][O:22][CH3:23])[CH:16]=[CH:15][C:14]=2/[CH:24]=[CH:25]\[C:26]([OH:28])=O)=[N:4][CH:5]=[C:6]([C:8]([F:11])([F:10])[F:9])[CH:7]=1.C(N=C=NCCCN(C)C)C.[CH2:40]([S:45]([NH2:48])(=[O:47])=[O:46])[CH2:41][CH2:42][CH2:43][CH3:44].Cl.